Dataset: Catalyst prediction with 721,799 reactions and 888 catalyst types from USPTO. Task: Predict which catalyst facilitates the given reaction. (1) Reactant: [Cl:1][C:2]1[N:11]=[CH:10][C:9]2[C:4](=[CH:5][CH:6]=[C:7]([OH:12])[CH:8]=2)[N:3]=1.[Br:13]N1C(=O)CCC1=O. Product: [Cl:1][C:2]1[N:11]=[CH:10][C:9]2[C:4](=[CH:5][CH:6]=[C:7]([OH:12])[C:8]=2[Br:13])[N:3]=1. The catalyst class is: 22. (2) Reactant: [CH3:1][O:2][C:3]1[C:4]([CH3:15])=[N:5][CH:6]=[CH:7][C:8]=1[N:9]1[CH2:14][CH2:13][NH:12][CH2:11][CH2:10]1.C(N(CC)CC)C.[CH3:23][CH:24]([CH3:30])/[CH:25]=[CH:26]/[C:27](Cl)=[O:28]. Product: [CH3:1][O:2][C:3]1[C:4]([CH3:15])=[N:5][CH:6]=[CH:7][C:8]=1[N:9]1[CH2:10][CH2:11][N:12]([C:27](=[O:28])/[CH:26]=[CH:25]/[CH:24]([CH3:30])[CH3:23])[CH2:13][CH2:14]1. The catalyst class is: 4. (3) Product: [F:1][C:2]1[C:3]([C:9]([Cl:14])=[O:11])=[N:4][CH:5]=[C:6]([F:8])[CH:7]=1. The catalyst class is: 120. Reactant: [F:1][C:2]1[C:3]([C:9]([OH:11])=O)=[N:4][CH:5]=[C:6]([F:8])[CH:7]=1.S(Cl)([Cl:14])=O. (4) Reactant: [CH3:1][O:2][C:3]1[CH:4]=[C:5]2[C:10](=[CH:11][C:12]=1[O:13][CH3:14])[N:9]=[CH:8][CH:7]=[C:6]2[O:15][C:16]1[CH:22]=[CH:21][C:19]([NH2:20])=[CH:18][CH:17]=1.C(N(CC)CC)C.ClC(Cl)(O[C:34](=[O:40])OC(Cl)(Cl)Cl)Cl.[F:42][C:43]1[CH:48]=[CH:47][C:46]([CH:49]([NH2:51])[CH3:50])=[CH:45][CH:44]=1. Product: [CH3:1][O:2][C:3]1[CH:4]=[C:5]2[C:10](=[CH:11][C:12]=1[O:13][CH3:14])[N:9]=[CH:8][CH:7]=[C:6]2[O:15][C:16]1[CH:22]=[CH:21][C:19]([NH:20][C:34]([NH:51][CH:49]([C:46]2[CH:47]=[CH:48][C:43]([F:42])=[CH:44][CH:45]=2)[CH3:50])=[O:40])=[CH:18][CH:17]=1. The catalyst class is: 22. (5) The catalyst class is: 7. Product: [F:11][C:12]1[CH:17]=[CH:16][C:15]([C:2](=[O:4])[C:1]([O:8][CH2:9][CH3:10])=[O:7])=[CH:14][CH:13]=1. Reactant: [C:1]([O:8][CH2:9][CH3:10])(=[O:7])[C:2]([O:4]CC)=O.[F:11][C:12]1[CH:17]=[CH:16][C:15]([Mg]Br)=[CH:14][CH:13]=1. (6) Reactant: Br[C:2]1[CH:3]=[CH:4][C:5]([N+:8]([O-:10])=[O:9])=[N:6][CH:7]=1.CC1(C)C(C)(C)OB([C:19]2[CH2:24][CH2:23][N:22]([C:25]([O:27][C:28]([CH3:31])([CH3:30])[CH3:29])=[O:26])[CH2:21][CH:20]=2)O1.O1CCOCC1. Product: [C:28]([O:27][C:25]([N:22]1[CH2:21][CH:20]=[C:19]([C:2]2[CH:7]=[N:6][C:5]([N+:8]([O-:10])=[O:9])=[CH:4][CH:3]=2)[CH2:24][CH2:23]1)=[O:26])([CH3:31])([CH3:29])[CH3:30]. The catalyst class is: 189. (7) Reactant: [NH:1]1[C:9]2[C:4](=[CH:5][C:6]([NH:10][CH:11]3[CH2:16][CH2:15][C:14](=O)[CH2:13][CH2:12]3)=[CH:7][CH:8]=2)[CH:3]=[N:2]1.[NH2:18][CH:19]1[C:27]2[C:22](=[CH:23][CH:24]=[CH:25][CH:26]=2)[CH2:21][CH2:20]1.C(O[BH-](OC(=O)C)OC(=O)C)(=O)C.[Na+].Cl.CO. Product: [CH:19]1([NH:18][CH:14]2[CH2:15][CH2:16][CH:11]([NH:10][C:6]3[CH:5]=[C:4]4[C:9](=[CH:8][CH:7]=3)[NH:1][N:2]=[CH:3]4)[CH2:12][CH2:13]2)[C:27]2[C:22](=[CH:23][CH:24]=[CH:25][CH:26]=2)[CH2:21][CH2:20]1. The catalyst class is: 5. (8) Reactant: [C:1]([Si:5]([CH3:14])([CH3:13])[O:6][C@@H:7]1[CH2:11][CH2:10][C@H:9]([NH2:12])[CH2:8]1)([CH3:4])([CH3:3])[CH3:2].CN(C=O)C.Cl[C:21]1[CH:26]=[CH:25][C:24]([N+:27]([O-])=O)=[CH:23][N:22]=1.C([O-])([O-])=O.[K+].[K+]. Product: [C:1]([Si:5]([CH3:14])([CH3:13])[O:6][C@@H:7]1[CH2:11][CH2:10][C@H:9]([NH:12][C:21]2[CH:26]=[CH:25][C:24]([NH2:27])=[CH:23][N:22]=2)[CH2:8]1)([CH3:4])([CH3:3])[CH3:2]. The catalyst class is: 43.